Predict which catalyst facilitates the given reaction. From a dataset of Catalyst prediction with 721,799 reactions and 888 catalyst types from USPTO. (1) Reactant: Br[C:2]1[C:3]([F:14])=[C:4]([N:8]2[CH2:12][CH2:11][CH2:10][C:9]2=[O:13])[CH:5]=[CH:6][CH:7]=1.CCN(C(C)C)C(C)C.CC1(C)C2C(=C(P(C3C=CC=CC=3)C3C=CC=CC=3)C=CC=2)OC2C(P(C3C=CC=CC=3)C3C=CC=CC=3)=CC=CC1=2.[C:66]1([CH2:72][SH:73])[CH:71]=[CH:70][CH:69]=[CH:68][CH:67]=1. Product: [CH2:72]([S:73][C:2]1[C:3]([F:14])=[C:4]([N:8]2[CH2:12][CH2:11][CH2:10][C:9]2=[O:13])[CH:5]=[CH:6][CH:7]=1)[C:66]1[CH:71]=[CH:70][CH:69]=[CH:68][CH:67]=1. The catalyst class is: 62. (2) Reactant: S(=O)(=O)(O)O.[F:6][C:7]1[CH:8]=[C:9]2[C:14](=[CH:15][CH:16]=1)[O:13][CH2:12][CH2:11][C:10]2=[O:17].[N+:18]([O-])([OH:20])=[O:19]. Product: [F:6][C:7]1[CH:8]=[C:9]2[C:14](=[C:15]([N+:18]([O-:20])=[O:19])[CH:16]=1)[O:13][CH2:12][CH2:11][C:10]2=[O:17]. The catalyst class is: 6. (3) Product: [CH:20]([C:17]1[CH:18]=[CH:19][C:14]([C:13]([NH2:12])=[O:22])=[CH:15][CH:16]=1)=[O:21]. The catalyst class is: 363. Reactant: FC(F)(F)C([O-])=O.NCCC[NH:12][C:13](=[O:22])[C:14]1[CH:19]=[CH:18][C:17]([CH:20]=[O:21])=[CH:16][CH:15]=1.O=C1CCC(=O)N1OC(=O)C.C(N(C(C)C)C(C)C)C.